From a dataset of Reaction yield outcomes from USPTO patents with 853,638 reactions. Predict the reaction yield, written as a fraction of the theoretical maximum amount of product (1.0 means a 100% yield; for example, 0.34 means a 34% yield). (1) The reactants are [Cl-].O[NH3+:3].[C:4](=[O:7])([O-])[OH:5].[Na+].CS(C)=O.[CH2:13]([C:17]1[N:18]=[C:19]([CH:48]([CH3:50])[CH3:49])[N:20]([C:39]2[CH:40]=[CH:41][C:42]3[O:46][CH2:45][CH2:44][C:43]=3[CH:47]=2)[C:21](=[O:38])[C:22]=1[CH2:23][C:24]1[CH:29]=[CH:28][C:27]([C:30]2[C:31]([C:36]#[N:37])=[CH:32][CH:33]=[CH:34][CH:35]=2)=[CH:26][CH:25]=1)[CH2:14][CH2:15][CH3:16]. The catalyst is C(OCC)(=O)C. The product is [CH2:13]([C:17]1[N:18]=[C:19]([CH:48]([CH3:49])[CH3:50])[N:20]([C:39]2[CH:40]=[CH:41][C:42]3[O:46][CH2:45][CH2:44][C:43]=3[CH:47]=2)[C:21](=[O:38])[C:22]=1[CH2:23][C:24]1[CH:29]=[CH:28][C:27]([C:30]2[CH:35]=[CH:34][CH:33]=[CH:32][C:31]=2[C:36]2[NH:3][C:4](=[O:7])[O:5][N:37]=2)=[CH:26][CH:25]=1)[CH2:14][CH2:15][CH3:16]. The yield is 0.600. (2) The reactants are C([NH:4][C:5]1[CH:10]=[CH:9][N:8]([C:11]([C@@H:13]([C@H:23]([CH2:36][OH:37])[O:24][CH2:25][P:26]([O:32][CH:33]([CH3:35])[CH3:34])([O:28][CH:29]([CH3:31])[CH3:30])=[O:27])[O:14]C(=O)C2C=CC=CC=2)=[O:12])[C:7](=[O:38])[N:6]=1)(=O)C.N. The catalyst is CO. The product is [N:8]1([C:11]([C@@H:13]([C@H:23]([CH2:36][OH:37])[O:24][CH2:25][P:26]([O:32][CH:33]([CH3:35])[CH3:34])([O:28][CH:29]([CH3:30])[CH3:31])=[O:27])[OH:14])=[O:12])[CH:9]=[CH:10][C:5]([NH2:4])=[N:6][C:7]1=[O:38]. The yield is 0.860. (3) The yield is 0.720. The reactants are [CH3:1][O:2][C:3](=[O:19])[C:4]1[C:9]([N+:10]([O-:12])=[O:11])=[CH:8][CH:7]=[C:6]([F:13])[C:5]=1[CH2:14][CH2:15]C(O)=O.C1(P(N=[N+]=[N-])(C2C=CC=CC=2)=[O:27])C=CC=CC=1.C([N:39]([CH2:42]C)CC)C.[C:44](=O)([O-])[OH:45].[Na+]. The catalyst is CO.[Cu](Cl)Cl.O. The product is [CH3:1][O:2][C:3](=[O:19])[C:4]1[C:9]([N+:10]([O-:12])=[O:11])=[CH:8][CH:7]=[C:6]([F:13])[C:5]=1[CH2:14][CH:15]([N:39]=[C:42]=[O:27])[O:45][CH3:44]. (4) The reactants are [CH3:1][C:2]1[CH:3]=[N:4][NH:5][CH:6]=1.S(=O)(=O)(O)O.[F:12][C:13](I)([F:15])[F:14].OO. The catalyst is [CH-]1C=CC=C1.[CH-]1C=CC=C1.[Fe+2].CS(C)=O. The product is [CH3:1][C:2]1[C:3]([C:13]([F:15])([F:14])[F:12])=[N:4][NH:5][CH:6]=1. The yield is 0.450. (5) The reactants are [N:1]12[CH2:8][CH2:7][C:4]([C:9]([C:17]3[CH:22]=[CH:21][CH:20]=[CH:19][CH:18]=3)([C:11]3[CH:16]=[CH:15][CH:14]=[CH:13][CH:12]=3)[OH:10])([CH2:5][CH2:6]1)[CH2:3][CH2:2]2.[Br:23][CH2:24][CH2:25][CH2:26][C:27]([O:29][CH2:30][CH3:31])=[O:28]. The catalyst is CC#N. The product is [Br-:23].[CH2:30]([O:29][C:27](=[O:28])[CH2:26][CH2:25][CH2:24][N+:1]12[CH2:6][CH2:5][C:4]([C:9]([OH:10])([C:17]3[CH:22]=[CH:21][CH:20]=[CH:19][CH:18]=3)[C:11]3[CH:12]=[CH:13][CH:14]=[CH:15][CH:16]=3)([CH2:3][CH2:2]1)[CH2:7][CH2:8]2)[CH3:31]. The yield is 0.579. (6) The product is [Cl:1][C:2]1[N:3]=[CH:4][C:5]2[CH:10]=[CH:9][N:8]([CH2:18][C:19]3[CH:24]=[C:23]([CH3:25])[CH:22]=[CH:21][C:20]=3[N:26]([CH3:31])[S:27]([CH3:30])(=[O:29])=[O:28])[C:6]=2[N:7]=1. The reactants are [Cl:1][C:2]1[N:3]=[CH:4][C:5]2[CH:10]=[CH:9][NH:8][C:6]=2[N:7]=1.C(=O)([O-])[O-].[K+].[K+].Cl[CH2:18][C:19]1[CH:24]=[C:23]([CH3:25])[CH:22]=[CH:21][C:20]=1[N:26]([CH3:31])[S:27]([CH3:30])(=[O:29])=[O:28].C(OCC)(=O)C.CCCCCC. The catalyst is CN(C=O)C.O. The yield is 0.970. (7) The reactants are [NH3:1].Cl[C:3]([C:5]([F:16])([F:15])[CH:6]([O:9][C:10](=[O:14])[C:11]([CH3:13])=[CH2:12])[CH2:7][CH3:8])=[O:4]. No catalyst specified. The product is [NH2:1][C:3]([C:5]([F:16])([F:15])[CH:6]([O:9][C:10](=[O:14])[C:11]([CH3:13])=[CH2:12])[CH2:7][CH3:8])=[O:4]. The yield is 0.860.